This data is from Full USPTO retrosynthesis dataset with 1.9M reactions from patents (1976-2016). The task is: Predict the reactants needed to synthesize the given product. (1) Given the product [NH2:10][C:11]1[N:15]([C@@H:16]2[CH2:21][CH2:20][CH2:19][N:18]([C:67](=[O:66])/[CH:68]=[CH:69]/[CH2:70][OH:71])[CH2:17]2)[N:14]=[C:13]([C:22]2[CH:27]=[CH:26][C:25]([O:28][C:29]3[CH:34]=[CH:33][CH:32]=[C:31]([C:35]([F:38])([F:37])[F:36])[N:30]=3)=[CH:24][CH:23]=2)[C:12]=1[C:39]([NH2:41])=[O:40], predict the reactants needed to synthesize it. The reactants are: C(N(CC)C(C)C)(C)C.[NH2:10][C:11]1[N:15]([C@@H:16]2[CH2:21][CH2:20][CH2:19][NH:18][CH2:17]2)[N:14]=[C:13]([C:22]2[CH:27]=[CH:26][C:25]([O:28][C:29]3[CH:34]=[CH:33][CH:32]=[C:31]([C:35]([F:38])([F:37])[F:36])[N:30]=3)=[CH:24][CH:23]=2)[C:12]=1[C:39]([NH2:41])=[O:40].F[P-](F)(F)(F)(F)F.N1(OC(N(C)C)=[N+](C)C)C2C=CC=CC=2N=N1.[OH:66][CH2:67]/[CH:68]=[CH:69]/[C:70](O)=[O:71]. (2) Given the product [F:1][C:2]1[C:7]([F:8])=[CH:6][CH:5]=[CH:4][C:3]=1[CH2:9][O:10][C:12]1[CH:23]=[C:16]2[N:17]([CH3:22])[C@@H:18]([CH3:21])[CH2:19][CH2:20][N:15]2[C:14](=[O:24])[N:13]=1, predict the reactants needed to synthesize it. The reactants are: [F:1][C:2]1[C:7]([F:8])=[CH:6][CH:5]=[CH:4][C:3]=1[CH2:9][OH:10].Cl[C:12]1[CH:23]=[C:16]2[N:17]([CH3:22])[C@@H:18]([CH3:21])[CH2:19][CH2:20][N:15]2[C:14](=[O:24])[N:13]=1. (3) Given the product [CH3:1][O:2][C:3]1[CH:4]=[CH:5][C:6]([C:9]2[C:17]3[O:16][CH:15]=[CH:14][C:13]=3[CH:12]=[C:11]([CH:18]=[O:22])[CH:10]=2)=[CH:7][CH:8]=1, predict the reactants needed to synthesize it. The reactants are: [CH3:1][O:2][C:3]1[CH:8]=[CH:7][C:6]([C:9]2[C:17]3[O:16][CH:15]=[CH:14][C:13]=3[CH:12]=[C:11]([CH3:18])[CH:10]=2)=[CH:5][CH:4]=1.C1C(=O)N(Br)C(=[O:22])C1.OP([O-])([O-])=O.[K+].[K+]. (4) Given the product [BrH:27].[F:1][C:2]1[CH:7]=[CH:6][C:5]([CH:8]([C:10]2[N:19]=[C:18]([NH:20][C:21]3[CH:25]=[C:24]([CH3:26])[NH:23][N:22]=3)[C:17]3[C:12](=[CH:13][CH:14]=[CH:15][CH:16]=3)[N:11]=2)[OH:9])=[CH:4][CH:3]=1, predict the reactants needed to synthesize it. The reactants are: [F:1][C:2]1[CH:7]=[CH:6][C:5]([CH:8]([C:10]2[N:19]=[C:18]([NH:20][C:21]3[CH:25]=[C:24]([CH3:26])[NH:23][N:22]=3)[C:17]3[C:12](=[CH:13][CH:14]=[CH:15][CH:16]=3)[N:11]=2)[OH:9])=[CH:4][CH:3]=1.[BrH:27]. (5) Given the product [NH2:29][C:26]1[CH:27]=[CH:28][C:23]([CH2:22][CH:5]([C:6]([NH:8][S:9]([C:12]2[CH:21]=[CH:20][C:19]3[C:14](=[CH:15][CH:16]=[CH:17][CH:18]=3)[CH:13]=2)(=[O:11])=[O:10])=[O:7])[C:4]([N:3]([CH2:1][CH3:2])[CH2:33][CH3:34])=[O:32])=[CH:24][CH:25]=1, predict the reactants needed to synthesize it. The reactants are: [CH2:1]([N:3]([CH2:33][CH3:34])[C:4](=[O:32])[CH:5]([CH2:22][C:23]1[CH:28]=[CH:27][C:26]([N+:29]([O-])=O)=[CH:25][CH:24]=1)[C:6]([NH:8][S:9]([C:12]1[CH:21]=[CH:20][C:19]2[C:14](=[CH:15][CH:16]=[CH:17][CH:18]=2)[CH:13]=1)(=[O:11])=[O:10])=[O:7])[CH3:2].C(OCC)(=O)C. (6) The reactants are: [C:1]1([CH3:22])[CH:6]=[C:5]([CH3:7])[CH:4]=[C:3]([CH3:8])[C:2]=1[NH:9][C:10]1[O:11][C:12]2[C:18]([N+:19]([O-])=O)=[CH:17][CH:16]=[CH:15][C:13]=2[N:14]=1.[CH3:23]O.[CH:25](=O)[CH2:26][CH3:27].[BH3-]C#N.[Na+].C(O[CH2:37][CH3:38])(=O)C. Given the product [C:1]1([CH3:22])[CH:6]=[C:5]([CH3:7])[CH:4]=[C:3]([CH3:8])[C:2]=1[NH:9][C:10]1[O:11][C:12]2[C:18]([N:19]([CH2:23][CH2:37][CH3:38])[CH2:25][CH2:26][CH3:27])=[CH:17][CH:16]=[CH:15][C:13]=2[N:14]=1, predict the reactants needed to synthesize it.